From a dataset of Tyrosyl-DNA phosphodiesterase HTS with 341,365 compounds. Binary Classification. Given a drug SMILES string, predict its activity (active/inactive) in a high-throughput screening assay against a specified biological target. (1) The molecule is S(=O)(=O)(N(CCCC)CC)c1cc2CCCN(c2cc1)C(=O)C. The result is 0 (inactive). (2) The drug is O1CCN(CC1)CC#CCOCCCOC(c1ccccc1)c1ccccc1. The result is 0 (inactive). (3) The drug is S(=O)(=O)(N1CC(CC(C1)C)C)c1cn(c(c1)C(OCC)=O)C. The result is 0 (inactive). (4) The molecule is S(=O)(=O)(N1C(CCCC1)C)c1ccc(cc1)C(=O)Nc1sc2c(n1)c(OCC)ccc2. The result is 0 (inactive). (5) The result is 0 (inactive). The drug is s1c2c(CCCCC2)c(c1NCc1oc(cc1)C)C(=O)Nc1c(OC)cccc1. (6) The drug is s1nc(nc1NC(=O)CSc1[nH]ncn1)c1ccccc1. The result is 0 (inactive). (7) The molecule is N(C(c1ccccc1)C)Cc1ccccc1. The result is 0 (inactive).